From a dataset of Reaction yield outcomes from USPTO patents with 853,638 reactions. Predict the reaction yield, written as a fraction of the theoretical maximum amount of product (1.0 means a 100% yield; for example, 0.34 means a 34% yield). (1) The reactants are [CH:1]([S:3]([CH3:6])(=[O:5])=[O:4])=[CH2:2].[NH2:7][CH2:8][C:9]([NH:12][C:13]1[C:14]([CH3:33])=[N:15][C:16]2[C:21]([N:22]=1)=[C:20]([C:23]1[NH:31][C:30]3[CH2:29][CH2:28][NH:27][C:26](=[O:32])[C:25]=3[CH:24]=1)[CH:19]=[CH:18][CH:17]=2)([CH3:11])[CH3:10]. The product is [CH3:33][C:14]1[C:13]([NH:12][C:9]([CH3:11])([CH3:10])[CH2:8][NH:7][CH2:2][CH2:1][S:3]([CH3:6])(=[O:5])=[O:4])=[N:22][C:21]2[C:16](=[CH:17][CH:18]=[CH:19][C:20]=2[C:23]2[NH:31][C:30]3[CH2:29][CH2:28][NH:27][C:26](=[O:32])[C:25]=3[CH:24]=2)[N:15]=1. The yield is 0.690. The catalyst is C1COCC1.CC(O)C. (2) The reactants are [Cl:1][C:2]1[CH:3]=[N:4][N:5]([CH3:16])[C:6]=1[C:7]1[CH:8]=[C:9]([C:13]([OH:15])=O)[S:10][C:11]=1[CH3:12].[NH2:17][C@@H:18]([CH2:31][C:32]1[CH:37]=[CH:36][CH:35]=[C:34]([F:38])[CH:33]=1)[CH2:19][N:20]1[C:28](=[O:29])[C:27]2[C:22](=[CH:23][CH:24]=[CH:25][CH:26]=2)[C:21]1=[O:30].CC(OC(N[C@H](C(O)=O)CC1C=CC=CC=1C(F)(F)F)=O)(C)C.C1CN([P+](Br)(N2CCCC2)N2CCCC2)CC1.F[P-](F)(F)(F)(F)F.CCN(C(C)C)C(C)C. The catalyst is C(Cl)(Cl)Cl. The product is [Cl:1][C:2]1[CH:3]=[N:4][N:5]([CH3:16])[C:6]=1[C:7]1[CH:8]=[C:9]([C:13]([NH:17][C@@H:18]([CH2:31][C:32]2[CH:37]=[CH:36][CH:35]=[C:34]([F:38])[CH:33]=2)[CH2:19][N:20]2[C:28](=[O:29])[C:27]3[C:22](=[CH:23][CH:24]=[CH:25][CH:26]=3)[C:21]2=[O:30])=[O:15])[S:10][C:11]=1[CH3:12]. The yield is 0.420. (3) The reactants are C1(P(C2C=CC=CC=2)C2C=CC3C(=CC=CC=3)C=2C2C3C(=CC=CC=3)C=CC=2P(C2C=CC=CC=2)C2C=CC=CC=2)C=CC=CC=1.C(=O)([O-])[O-].[Cs+].[Cs+].[C:53]1([S:59]([C:62]2[CH:63]=[C:64](Br)[CH:65]=[CH:66][CH:67]=2)(=[O:61])=[O:60])[CH:58]=[CH:57][CH:56]=[CH:55][CH:54]=1.[C:69]([O:73][C:74]([N:76]1[CH2:81][CH2:80][NH:79][CH2:78][CH2:77]1)=[O:75])([CH3:72])([CH3:71])[CH3:70]. The catalyst is O1CCOCC1. The product is [C:53]1([S:59]([C:62]2[CH:63]=[C:64]([N:79]3[CH2:78][CH2:77][N:76]([C:74]([O:73][C:69]([CH3:72])([CH3:71])[CH3:70])=[O:75])[CH2:81][CH2:80]3)[CH:65]=[CH:66][CH:67]=2)(=[O:61])=[O:60])[CH:58]=[CH:57][CH:56]=[CH:55][CH:54]=1. The yield is 0.710. (4) The reactants are C([N:8]1[CH2:13][CH2:12][CH2:11][C:10]([C:15]2[C:23]3[C:18](=[N:19][CH:20]=[CH:21][CH:22]=3)[NH:17][CH:16]=2)([OH:14])[CH2:9]1)C1C=CC=CC=1.C([O-])=O.[NH4+]. The catalyst is CO.[OH-].[OH-].[Pd+2]. The product is [NH:17]1[C:18]2=[N:19][CH:20]=[CH:21][CH:22]=[C:23]2[C:15]([C:10]2([OH:14])[CH2:11][CH2:12][CH2:13][NH:8][CH2:9]2)=[CH:16]1. The yield is 0.880. (5) The reactants are [CH:1]([C:3]1[C:11]2[C:6](=[CH:7][C:8]([C:12]([O:14][CH3:15])=[O:13])=[CH:9][CH:10]=2)[NH:5][CH:4]=1)=[O:2].[H-].[Na+].[N:18]1[CH:23]=[CH:22][CH:21]=[C:20]([S:24](Cl)(=[O:26])=[O:25])[CH:19]=1.O. The catalyst is CN(C)C=O. The product is [CH:1]([C:3]1[C:11]2[C:6](=[CH:7][C:8]([C:12]([O:14][CH3:15])=[O:13])=[CH:9][CH:10]=2)[N:5]([S:24]([C:20]2[CH:19]=[N:18][CH:23]=[CH:22][CH:21]=2)(=[O:26])=[O:25])[CH:4]=1)=[O:2]. The yield is 0.710. (6) The reactants are [C:1]([O:5][C:6]([NH:8][CH:9]([CH2:13][C:14]([F:17])([F:16])[F:15])[C:10]([OH:12])=O)=[O:7])([CH3:4])([CH3:3])[CH3:2].CN(C(ON1N=NC2C=CC=NC1=2)=[N+](C)C)C.F[P-](F)(F)(F)(F)F.CCN(C(C)C)C(C)C.[NH2:51][N:52]1[CH:56]=[CH:55][CH:54]=[C:53]1[C:57]([NH:59][C:60]1[CH:65]=[CH:64][CH:63]=[CH:62][CH:61]=1)=[O:58]. The catalyst is CN(C)C=O.ClCCl. The product is [F:15][C:14]([F:17])([F:16])[CH2:13][CH:9]([NH:8][C:6](=[O:7])[O:5][C:1]([CH3:2])([CH3:3])[CH3:4])[C:10](=[O:12])[NH:51][N:52]1[CH:56]=[CH:55][CH:54]=[C:53]1[C:57](=[O:58])[NH:59][C:60]1[CH:61]=[CH:62][CH:63]=[CH:64][CH:65]=1. The yield is 0.890. (7) The product is [CH3:8][O:9][C:10](=[O:33])[C@H:11]([CH2:23][C:24]1[CH:29]=[CH:28][C:27]([N+:30]([O-:32])=[O:31])=[CH:26][CH:25]=1)[NH:12][C:13]([C:15]1([CH2:20][CH2:21][NH:22][C:43]([O:45][C:46]([CH3:49])([CH3:48])[CH3:47])=[O:44])[CH2:16][CH2:17][CH2:18][CH2:19]1)=[O:14]. The yield is 0.950. The reactants are FC(F)(F)C(O)=O.[CH3:8][O:9][C:10](=[O:33])[C@H:11]([CH2:23][C:24]1[CH:29]=[CH:28][C:27]([N+:30]([O-:32])=[O:31])=[CH:26][CH:25]=1)[NH:12][C:13]([C:15]1([CH2:20][CH2:21][NH2:22])[CH2:19][CH2:18][CH2:17][CH2:16]1)=[O:14].C(N(C(C)C)CC)(C)C.[C:43](O[C:43]([O:45][C:46]([CH3:49])([CH3:48])[CH3:47])=[O:44])([O:45][C:46]([CH3:49])([CH3:48])[CH3:47])=[O:44]. The catalyst is O1CCOCC1. (8) The reactants are [CH3:1][C:2]1[N:7]=[C:6]([C:8]2[C:16](C(O)=O)=[C:11]3[CH:12]=[CH:13][CH:14]=[CH:15][N:10]3[N:9]=2)[CH:5]=[CH:4][CH:3]=1.C(=O)(O)[O-].[Na+].[Br:25]N1C(=O)CCC1=O. The catalyst is CN(C=O)C.O. The product is [Br:25][C:16]1[C:8]([C:6]2[CH:5]=[CH:4][CH:3]=[C:2]([CH3:1])[N:7]=2)=[N:9][N:10]2[CH:15]=[CH:14][CH:13]=[CH:12][C:11]=12. The yield is 0.870.